From a dataset of Full USPTO retrosynthesis dataset with 1.9M reactions from patents (1976-2016). Predict the reactants needed to synthesize the given product. (1) Given the product [Br:1][C:2]1[CH:11]=[C:10]2[C:5](=[CH:4][C:3]=1[CH3:21])[C:6]([CH3:20])([CH3:19])[CH2:7][CH:8]=[C:9]2[C:13]1[CH:14]=[CH:15][CH:16]=[CH:17][CH:18]=1, predict the reactants needed to synthesize it. The reactants are: [Br:1][C:2]1[CH:11]=[C:10]2[C:5]([C:6]([CH3:20])([CH3:19])[CH2:7][CH2:8][C:9]2([C:13]2[CH:18]=[CH:17][CH:16]=[CH:15][CH:14]=2)O)=[CH:4][C:3]=1[CH3:21].C1(C)C=CC(S(O)(=O)=O)=CC=1.O. (2) Given the product [Cl:14][C:15]1[CH:16]=[CH:17][C:18]([CH2:21][O:22][C:23]2[CH:28]=[CH:27][NH:26][C:25](=[O:4])[CH:24]=2)=[N:19][CH:20]=1, predict the reactants needed to synthesize it. The reactants are: FC(F)(F)C(OC(=O)C(F)(F)F)=[O:4].[Cl:14][C:15]1[CH:16]=[CH:17][C:18]([CH2:21][O:22][C:23]2[CH:28]=[CH:27][N+:26]([O-])=[CH:25][CH:24]=2)=[N:19][CH:20]=1.CCN(CC)CC. (3) Given the product [C:1]([N:4]1[CH2:9][CH2:8][N:7]([C:10]2[CH:15]=[CH:14][C:13]([CH2:16][N:17]3[CH:18]([CH3:29])[CH2:19][CH2:20][NH:21][S:22]3(=[O:24])=[O:23])=[C:12]([F:30])[CH:11]=2)[CH2:6][CH2:5]1)(=[O:3])[CH3:2], predict the reactants needed to synthesize it. The reactants are: [C:1]([N:4]1[CH2:9][CH2:8][N:7]([C:10]2[CH:15]=[CH:14][C:13]([CH2:16][N:17]3[S:22](=[O:24])(=[O:23])[N:21](C(OC)=O)[CH2:20][CH2:19][CH:18]3[CH3:29])=[C:12]([F:30])[CH:11]=2)[CH2:6][CH2:5]1)(=[O:3])[CH3:2].[OH-].[Na+]. (4) Given the product [OH:23][CH2:18][CH2:19][CH2:20][C:21]#[C:22][C:2]1[CH:7]=[CH:6][C:5]([CH:8]([CH3:17])[CH2:9][NH:10][S:11]([CH:14]([CH3:16])[CH3:15])(=[O:13])=[O:12])=[CH:4][CH:3]=1, predict the reactants needed to synthesize it. The reactants are: I[C:2]1[CH:7]=[CH:6][C:5]([CH:8]([CH3:17])[CH2:9][NH:10][S:11]([CH:14]([CH3:16])[CH3:15])(=[O:13])=[O:12])=[CH:4][CH:3]=1.[C:18]([OH:23])#[C:19][CH2:20][CH2:21][CH3:22].CCN(CC)CC. (5) Given the product [C:28]([O:18][C:17]1[C:9]([Br:8])=[C:10]2[C:14](=[CH:15][CH:16]=1)[N:13]([S:19]([C:22]1[CH:27]=[CH:26][CH:25]=[CH:24][CH:23]=1)(=[O:21])=[O:20])[CH:12]=[CH:11]2)(=[O:30])[CH3:29], predict the reactants needed to synthesize it. The reactants are: C(N(CC)CC)C.[Br:8][C:9]1[C:17]([OH:18])=[CH:16][CH:15]=[C:14]2[C:10]=1[CH:11]=[CH:12][N:13]2[S:19]([C:22]1[CH:27]=[CH:26][CH:25]=[CH:24][CH:23]=1)(=[O:21])=[O:20].[C:28](Cl)(=[O:30])[CH3:29]. (6) Given the product [OH:13][C:11]([C@@H:14]1[CH2:19][CH2:18][C@H:17]([C:20]([O:22][CH2:23][CH2:24][CH2:25][CH3:26])=[O:21])[CH2:16][CH2:15]1)([C:2]1[S:1][CH:5]=[CH:4][N:3]=1)[CH3:12], predict the reactants needed to synthesize it. The reactants are: [S:1]1[CH:5]=[CH:4][N:3]=[CH:2]1.[Li]CCCC.[C:11]([C@@H:14]1[CH2:19][CH2:18][C@H:17]([C:20]([O:22][CH2:23][CH2:24][CH2:25][CH3:26])=[O:21])[CH2:16][CH2:15]1)(=[O:13])[CH3:12]. (7) Given the product [ClH:8].[NH2:9][C:10]1[C:19]2[C:14](=[CH:15][C:16]([O:22][CH3:23])=[C:17]([O:20][CH3:21])[CH:18]=2)[N:13]=[C:12]([N:24]2[CH2:29][CH2:28][N:27]([C:6]([C:4]3[N:3]=[CH:2][S:1][CH:5]=3)=[O:7])[CH2:26][CH2:25]2)[N:11]=1, predict the reactants needed to synthesize it. The reactants are: [S:1]1[CH:5]=[C:4]([C:6]([Cl:8])=[O:7])[N:3]=[CH:2]1.[NH2:9][C:10]1[C:19]2[C:14](=[CH:15][C:16]([O:22][CH3:23])=[C:17]([O:20][CH3:21])[CH:18]=2)[N:13]=[C:12]([N:24]2[CH2:29][CH2:28][NH:27][CH2:26][CH2:25]2)[N:11]=1. (8) Given the product [CH3:20][O:19][C:13]1[CH:14]=[CH:15][CH:16]=[C:17]2[C:12]=1[N:11]=[CH:7][CH:9]=[N:18]2, predict the reactants needed to synthesize it. The reactants are: O.S(=O)(O)[O-].[Na+].[CH:7]([CH:9]=O)=O.[NH2:11][C:12]1[C:17]([NH2:18])=[CH:16][CH:15]=[CH:14][C:13]=1[O:19][CH3:20].